The task is: Predict which catalyst facilitates the given reaction.. This data is from Catalyst prediction with 721,799 reactions and 888 catalyst types from USPTO. (1) Reactant: [Cl:1][C:2]1[CH:7]=[CH:6][C:5]([S:8][CH2:9][C:10]2[CH:15]=[N:14][NH:13][C:12](=[O:16])[CH:11]=2)=[CH:4][CH:3]=1.[OH:17][C:18]([CH3:33])([CH3:32])[CH2:19][O:20][C:21]1[CH:26]=[CH:25][C:24](B(O)O)=[CH:23][C:22]=1[O:30][CH3:31].N1C=CC=CC=1.Cl. Product: [Cl:1][C:2]1[CH:7]=[CH:6][C:5]([S:8][CH2:9][C:10]2[CH:15]=[N:14][N:13]([C:24]3[CH:25]=[CH:26][C:21]([O:20][CH2:19][C:18]([OH:17])([CH3:33])[CH3:32])=[C:22]([O:30][CH3:31])[CH:23]=3)[C:12](=[O:16])[CH:11]=2)=[CH:4][CH:3]=1. The catalyst class is: 302. (2) Reactant: C(OC([N:8]1[CH2:14][CH2:13][CH2:12][N:11]([C:15]2[N:23]([CH2:24][C:25]3[CH:30]=[CH:29][CH:28]=[CH:27][CH:26]=3)[C:22]3[C:21](=[O:31])[N:20]([CH2:32][C:33]4[C:42]5[C:37](=[CH:38][CH:39]=[CH:40][CH:41]=5)[CH:36]=[CH:35][N:34]=4)[C:19](=[O:43])[N:18]([CH3:44])[C:17]=3[C:16]=2[C:45]([N:47]2[CH2:52][CH2:51][O:50][CH2:49][CH2:48]2)=[O:46])[CH2:10][CH2:9]1)=O)(C)(C)C. Product: [CH2:24]([N:23]1[C:22]2[C:21](=[O:31])[N:20]([CH2:32][C:33]3[C:42]4[C:37](=[CH:38][CH:39]=[CH:40][CH:41]=4)[CH:36]=[CH:35][N:34]=3)[C:19](=[O:43])[N:18]([CH3:44])[C:17]=2[C:16]([C:45]([N:47]2[CH2:52][CH2:51][O:50][CH2:49][CH2:48]2)=[O:46])=[C:15]1[N:11]1[CH2:12][CH2:13][CH2:14][NH:8][CH2:9][CH2:10]1)[C:25]1[CH:26]=[CH:27][CH:28]=[CH:29][CH:30]=1. The catalyst class is: 281. (3) Reactant: [CH2:1]([NH2:11])[C:2]1[CH:10]=[CH:9][C:8]2[O:7][CH2:6][O:5][C:4]=2[CH:3]=1.C(O[BH-](OC(=O)C)OC(=O)C)(=O)C.[Na+].[CH3:26][O:27][C:28]1[CH:29]=[C:30]2[C:35](=[CH:36][CH:37]=1)[N:34]=[CH:33][CH:32]=[C:31]2[CH2:38][CH2:39][CH:40]1[CH2:45][CH2:44][C:43](=O)[CH2:42][CH2:41]1. Product: [O:7]1[C:8]2[CH:9]=[CH:10][C:2]([CH2:1][NH:11][CH:43]3[CH2:42][CH2:41][CH:40]([CH2:39][CH2:38][C:31]4[C:30]5[C:35](=[CH:36][CH:37]=[C:28]([O:27][CH3:26])[CH:29]=5)[N:34]=[CH:33][CH:32]=4)[CH2:45][CH2:44]3)=[CH:3][C:4]=2[O:5][CH2:6]1. The catalyst class is: 4. (4) Reactant: [N:1]1O[C:3]([O-])=[C:4]2[CH2:9][CH2:8][CH2:7][CH2:6][N+:5]=12.[F:11][C:12]1[CH:17]=[CH:16][C:15]([C:18]#C)=[CH:14][CH:13]=1. Product: [F:11][C:12]1[CH:17]=[CH:16][C:15]([C:18]2[CH:3]=[C:4]3[CH2:9][CH2:8][CH2:7][CH2:6][N:5]3[N:1]=2)=[CH:14][CH:13]=1. The catalyst class is: 728. (5) Reactant: B(Cl)(Cl)Cl.[F:5][C:6]1[CH:11]=[C:10]([I:12])[CH:9]=[CH:8][C:7]=1[NH:13][C:14]1[C:15]([NH:25][S:26]([CH:29]2[CH2:32][CH:31]([O:33]CC3C=CC=CC=3)[CH2:30]2)(=[O:28])=[O:27])=[C:16]2[S:24][CH2:23][CH2:22][N:17]2[C:18](=[O:21])[C:19]=1[CH3:20].CO. Product: [F:5][C:6]1[CH:11]=[C:10]([I:12])[CH:9]=[CH:8][C:7]=1[NH:13][C:14]1[C:15]([NH:25][S:26]([CH:29]2[CH2:32][CH:31]([OH:33])[CH2:30]2)(=[O:27])=[O:28])=[C:16]2[S:24][CH2:23][CH2:22][N:17]2[C:18](=[O:21])[C:19]=1[CH3:20]. The catalyst class is: 366. (6) Reactant: Br[C:2]1[CH:7]=[N:6][CH:5]=[C:4]([Br:8])[N:3]=1.[N:9]1([C:16]([O:18][C:19]([CH3:22])([CH3:21])[CH3:20])=[O:17])[CH2:15][CH2:14][CH2:13][NH:12][CH2:11][CH2:10]1.CCN(C(C)C)C(C)C. Product: [Br:8][C:4]1[N:3]=[C:2]([N:12]2[CH2:13][CH2:14][CH2:15][N:9]([C:16]([O:18][C:19]([CH3:22])([CH3:21])[CH3:20])=[O:17])[CH2:10][CH2:11]2)[CH:7]=[N:6][CH:5]=1. The catalyst class is: 14. (7) Reactant: [CH3:1][O:2][C:3]1[CH:4]=[C:5]2[C:10](=[CH:11][C:12]=1[O:13][CH3:14])[NH:9][CH:8]=[CH:7][C:6]2=[O:15].Br[C:17]1[CH:18]=[CH:19][C:20]([N+:23]([O-:25])=[O:24])=[N:21][CH:22]=1.C(=O)([O-])[O-].[Cs+].[Cs+]. Product: [CH3:1][O:2][C:3]1[CH:4]=[C:5]2[C:10](=[CH:11][C:12]=1[O:13][CH3:14])[N:9]=[CH:8][CH:7]=[C:6]2[O:15][C:17]1[CH:22]=[N:21][C:20]([N+:23]([O-:25])=[O:24])=[CH:19][CH:18]=1. The catalyst class is: 618. (8) Reactant: [H-].[Na+].[CH:3]1([CH2:7][OH:8])[CH2:6][CH2:5][CH2:4]1.[Br:9][C:10]1[C:16](F)=[CH:15][C:13]([NH2:14])=[C:12]([N+:18]([O-:20])=[O:19])[CH:11]=1. Product: [Br:9][C:10]1[C:16]([O:8][CH2:7][CH:3]2[CH2:6][CH2:5][CH2:4]2)=[CH:15][C:13]([NH2:14])=[C:12]([N+:18]([O-:20])=[O:19])[CH:11]=1. The catalyst class is: 1.